This data is from Full USPTO retrosynthesis dataset with 1.9M reactions from patents (1976-2016). The task is: Predict the reactants needed to synthesize the given product. (1) Given the product [CH3:29][N:27]([CH3:28])[C:23]1[CH:22]=[C:21]([NH:20][C:18](=[O:19])[C:17]2[CH:30]=[CH:31][C:32]([CH3:33])=[C:15]([NH:14][C:11]([C:2]3[CH:3]=[CH:4][C:5]4[C:10](=[CH:9][CH:8]=[CH:7][CH:6]=4)[CH:1]=3)=[O:12])[CH:16]=2)[CH:26]=[CH:25][CH:24]=1, predict the reactants needed to synthesize it. The reactants are: [CH:1]1[C:10]2[C:5](=[CH:6][CH:7]=[CH:8][CH:9]=2)[CH:4]=[CH:3][C:2]=1[C:11](Cl)=[O:12].[NH2:14][C:15]1[CH:16]=[C:17]([CH:30]=[CH:31][C:32]=1[CH3:33])[C:18]([NH:20][C:21]1[CH:26]=[CH:25][CH:24]=[C:23]([N:27]([CH3:29])[CH3:28])[CH:22]=1)=[O:19]. (2) Given the product [Cl:1][C:2]1[N:3]=[CH:4][C:5]([CH:8]([CH2:9][CH2:10][CH2:11][CH2:12][CH2:13][CH3:14])[CH:15]=[O:16])=[CH:6][CH:7]=1, predict the reactants needed to synthesize it. The reactants are: [Cl:1][C:2]1[CH:7]=[CH:6][C:5]([C:8](=[CH:15][O:16]C)[CH2:9][CH2:10][CH2:11][CH2:12][CH2:13][CH3:14])=[CH:4][N:3]=1.Cl. (3) Given the product [NH2:1][C:2]1[C:13]([O:14][C:15]2[CH:16]=[C:17]([CH:18]=[C:19]([O:21][CH2:22][CH2:23][CH3:24])[CH:20]=2)[O:25][CH2:33][CH2:34][CH2:35][CH2:36][CH2:37][CH2:38][N:39]2[C:47](=[O:48])[C:46]3[C:41](=[CH:42][CH:43]=[CH:44][CH:45]=3)[C:40]2=[O:49])=[CH:12][C:5]2[N:6]([CH3:11])[C:7](=[O:10])[N:8]([CH3:9])[C:4]=2[CH:3]=1, predict the reactants needed to synthesize it. The reactants are: [NH2:1][C:2]1[C:13]([O:14][C:15]2[CH:20]=[C:19]([O:21][CH2:22][CH2:23][CH3:24])[CH:18]=[C:17]([OH:25])[CH:16]=2)=[CH:12][C:5]2[N:6]([CH3:11])[C:7](=[O:10])[N:8]([CH3:9])[C:4]=2[CH:3]=1.C(=O)([O-])[O-].[K+].[K+].Br[CH2:33][CH2:34][CH2:35][CH2:36][CH2:37][CH2:38][N:39]1[C:47](=[O:48])[C:46]2[C:41](=[CH:42][CH:43]=[CH:44][CH:45]=2)[C:40]1=[O:49].O. (4) The reactants are: [CH3:1][O:2][C:3]1[CH:11]=[CH:10][CH:9]=[C:8]2[C:4]=1[CH2:5][CH2:6][C:7]12[C:15](=[O:16])[NH:14][C:13](=[O:17])[NH:12]1.Br[CH2:19][C:20]([O:22][C:23]([CH3:26])([CH3:25])[CH3:24])=[O:21].C([O-])([O-])=O.[K+].[K+]. Given the product [CH3:1][O:2][C:3]1[CH:11]=[CH:10][CH:9]=[C:8]2[C:4]=1[CH2:5][CH2:6][C:7]12[C:15](=[O:16])[N:14]([CH2:19][C:20]([O:22][C:23]([CH3:26])([CH3:25])[CH3:24])=[O:21])[C:13](=[O:17])[NH:12]1, predict the reactants needed to synthesize it. (5) Given the product [Cl:24][C:25]1[CH:26]=[C:27]([S:31]([N:12]2[CH2:13][CH2:14][CH:9]([C:7](=[O:8])[C:6]3[CH:5]=[CH:4][C:3]([F:2])=[CH:16][CH:15]=3)[CH2:10][CH2:11]2)(=[O:33])=[O:32])[CH:28]=[CH:29][CH:30]=1, predict the reactants needed to synthesize it. The reactants are: Cl.[F:2][C:3]1[CH:16]=[CH:15][C:6]([C:7]([CH:9]2[CH2:14][CH2:13][NH:12][CH2:11][CH2:10]2)=[O:8])=[CH:5][CH:4]=1.C(N(CC)CC)C.[Cl:24][C:25]1[CH:26]=[C:27]([S:31](Cl)(=[O:33])=[O:32])[CH:28]=[CH:29][CH:30]=1.